From a dataset of Forward reaction prediction with 1.9M reactions from USPTO patents (1976-2016). Predict the product of the given reaction. Given the reactants [C:1]1([C:7]2[CH:8]=[CH:9][C:10]3[N:11]([C:13]([NH2:16])=[CH:14][N:15]=3)[N:12]=2)[CH:6]=[CH:5][CH:4]=[CH:3][CH:2]=1.N1C=CC=CC=1.[C:23](O[C:23](=[O:26])[CH2:24][CH3:25])(=[O:26])[CH2:24][CH3:25].C(=O)(O)[O-].[Na+], predict the reaction product. The product is: [C:1]1([C:7]2[CH:8]=[CH:9][C:10]3[N:11]([C:13]([NH:16][C:23](=[O:26])[CH2:24][CH3:25])=[CH:14][N:15]=3)[N:12]=2)[CH:2]=[CH:3][CH:4]=[CH:5][CH:6]=1.